This data is from Reaction yield outcomes from USPTO patents with 853,638 reactions. The task is: Predict the reaction yield, written as a fraction of the theoretical maximum amount of product (1.0 means a 100% yield; for example, 0.34 means a 34% yield). (1) The product is [Br:1][C:2]1[CH:3]=[C:4]2[C:9](=[CH:10][CH:11]=1)[CH:8]=[C:7]([C:12]1([N+:17]([O-:19])=[O:18])[CH2:15][O:16][C:25]([CH3:27])([CH3:26])[O:14][CH2:13]1)[CH:6]=[CH:5]2. The catalyst is CCOC(C)=O.CCCCCC. The reactants are [Br:1][C:2]1[CH:3]=[C:4]2[C:9](=[CH:10][CH:11]=1)[CH:8]=[C:7]([C:12]([N+:17]([O-:19])=[O:18])([CH2:15][OH:16])[CH2:13][OH:14])[CH:6]=[CH:5]2.C(Cl)Cl.CO[C:25](OC)([CH3:27])[CH3:26].B(F)(F)F. The yield is 0.820. (2) The reactants are [Cl:1][C:2]1[S:6][C:5]([C:7]2[O:8][C:9]3[C:10](=[C:12]([C:16]([OH:18])=O)[CH:13]=[CH:14][CH:15]=3)[N:11]=2)=[CH:4][CH:3]=1.Cl.C(N=C=NCCCN(C)C)C.ON1C2C=CC=CC=2N=N1.Cl.Cl.[NH2:43][CH:44]1[CH2:51][CH:50]2[N:52]([CH3:53])[CH:46]([CH2:47][CH2:48][CH2:49]2)[CH2:45]1.C(N(CC)CC)C. The catalyst is CN(C=O)C.ClCCl. The product is [CH3:53][N:52]1[CH:46]2[CH2:47][CH2:48][CH2:49][CH:50]1[CH2:51][CH:44]([NH:43][C:16]([C:12]1[CH:13]=[CH:14][CH:15]=[C:9]3[O:8][C:7]([C:5]4[S:6][C:2]([Cl:1])=[CH:3][CH:4]=4)=[N:11][C:10]=13)=[O:18])[CH2:45]2. The yield is 0.120. (3) The reactants are [Br:1][CH2:2][C:3]1[CH:10]=[CH:9][C:6]([C:7]#N)=[CH:5][C:4]=1[Cl:11].[H-].C([Al+]CC(C)C)C(C)C.Cl.[OH2:23]. The catalyst is C1(C)C=CC=CC=1. The product is [Br:1][CH2:2][C:3]1[CH:10]=[CH:9][C:6]([CH:7]=[O:23])=[CH:5][C:4]=1[Cl:11]. The yield is 0.800. (4) The reactants are C([N:8](CC1C=CC=CC=1)[CH2:9][CH2:10][O:11][CH:12]([CH2:22][O:23]CC1C=CC=CC=1)[CH2:13][O:14]CC1C=CC=CC=1)C1C=CC=CC=1.C(O)(=O)C.[ClH:42]. The catalyst is CCO.[Pd]. The product is [ClH:42].[NH2:8][CH2:9][CH2:10][O:11][CH:12]([CH2:22][OH:23])[CH2:13][OH:14]. The yield is 0.834. (5) The reactants are [CH3:1][O:2][C:3](=[O:23])[CH2:4][C:5](=[N:21][OH:22])[NH:6][C:7]([C:9]1[NH:10][C:11]2[C:16]([CH:17]=1)=[CH:15][CH:14]=[CH:13][C:12]=2[N+:18]([O-:20])=[O:19])=O.N1C=CC=CC=1. The catalyst is CN(C=O)C. The product is [CH3:1][O:2][C:3](=[O:23])[CH2:4][C:5]1[N:6]=[C:7]([C:9]2[NH:10][C:11]3[C:16]([CH:17]=2)=[CH:15][CH:14]=[CH:13][C:12]=3[N+:18]([O-:20])=[O:19])[O:22][N:21]=1. The yield is 0.900. (6) The reactants are [NH2:1][C:2]1[C:3]2[C:11](=[O:12])[CH:10]=[CH:9][NH:8][C:4]=2[N:5]=[CH:6][N:7]=1.C([O-])([O-])=O.[Cs+].[Cs+].[Cl:19][C:20]1[CH:29]=[CH:28][CH:27]=[C:26]2[C:21]=1[C:22](=[O:40])[N:23]([C:32]1[CH:37]=[CH:36][CH:35]=[CH:34][C:33]=1[O:38][CH3:39])[C:24]([CH2:30]Cl)=[N:25]2. The catalyst is CN(C=O)C. The product is [NH2:1][C:2]1[C:3]2[C:11](=[O:12])[CH:10]=[CH:9][N:8]([CH2:30][C:24]3[N:23]([C:32]4[CH:37]=[CH:36][CH:35]=[CH:34][C:33]=4[O:38][CH3:39])[C:22](=[O:40])[C:21]4[C:26](=[CH:27][CH:28]=[CH:29][C:20]=4[Cl:19])[N:25]=3)[C:4]=2[N:5]=[CH:6][N:7]=1. The yield is 0.600. (7) The reactants are [CH3:1][O:2][C:3]1[CH:8]=[CH:7][C:6]([S:9][C:10]2[CH:15]=[CH:14][N:13]=[C:12]([NH:16][C:17]3[CH:22]=[CH:21][C:20]([NH2:23])=[CH:19][CH:18]=3)[N:11]=2)=[CH:5][CH:4]=1.[C:24](O)(=[O:27])[CH:25]=[CH2:26]. No catalyst specified. The product is [CH3:1][O:2][C:3]1[CH:4]=[CH:5][C:6]([S:9][C:10]2[CH:15]=[CH:14][N:13]=[C:12]([NH:16][C:17]3[CH:22]=[CH:21][C:20]([NH:23][C:24](=[O:27])[CH:25]=[CH2:26])=[CH:19][CH:18]=3)[N:11]=2)=[CH:7][CH:8]=1. The yield is 0.550.